From a dataset of Reaction yield outcomes from USPTO patents with 853,638 reactions. Predict the reaction yield, written as a fraction of the theoretical maximum amount of product (1.0 means a 100% yield; for example, 0.34 means a 34% yield). The reactants are C(N(C(C)C)CC)(C)C.[Cl:10][C:11]1[CH:12]=[CH:13][C:14]2[N:19]=[C:18]([C:20]3[C:29]4[C:24](=[CH:25][CH:26]=[CH:27][CH:28]=4)[CH:23]=[CH:22][CH:21]=3)[O:17][C:16](=[O:30])[C:15]=2[CH:31]=1.[NH:32]1[CH2:37][CH2:36][CH2:35][CH:34]([CH2:38][OH:39])[CH2:33]1. No catalyst specified. The product is [Cl:10][C:11]1[CH:12]=[CH:13][C:14]([NH:19][C:18]([C:20]2[C:29]3[C:24](=[CH:25][CH:26]=[CH:27][CH:28]=3)[CH:23]=[CH:22][CH:21]=2)=[O:17])=[C:15]([C:16]([N:32]2[CH2:37][CH2:36][CH2:35][CH:34]([CH2:38][OH:39])[CH2:33]2)=[O:30])[CH:31]=1. The yield is 0.920.